From a dataset of NCI-60 drug combinations with 297,098 pairs across 59 cell lines. Regression. Given two drug SMILES strings and cell line genomic features, predict the synergy score measuring deviation from expected non-interaction effect. (1) Drug 1: CC1C(C(=O)NC(C(=O)N2CCCC2C(=O)N(CC(=O)N(C(C(=O)O1)C(C)C)C)C)C(C)C)NC(=O)C3=C4C(=C(C=C3)C)OC5=C(C(=O)C(=C(C5=N4)C(=O)NC6C(OC(=O)C(N(C(=O)CN(C(=O)C7CCCN7C(=O)C(NC6=O)C(C)C)C)C)C(C)C)C)N)C. Drug 2: CC1=C2C(C(=O)C3(C(CC4C(C3C(C(C2(C)C)(CC1OC(=O)C(C(C5=CC=CC=C5)NC(=O)C6=CC=CC=C6)O)O)OC(=O)C7=CC=CC=C7)(CO4)OC(=O)C)O)C)OC(=O)C. Cell line: UACC62. Synergy scores: CSS=18.9, Synergy_ZIP=2.12, Synergy_Bliss=4.70, Synergy_Loewe=5.00, Synergy_HSA=5.13. (2) Drug 1: C1=CC(=CC=C1C#N)C(C2=CC=C(C=C2)C#N)N3C=NC=N3. Drug 2: CCN(CC)CCCC(C)NC1=C2C=C(C=CC2=NC3=C1C=CC(=C3)Cl)OC. Cell line: HCT116. Synergy scores: CSS=27.0, Synergy_ZIP=0.492, Synergy_Bliss=-1.01, Synergy_Loewe=-5.05, Synergy_HSA=0.675. (3) Drug 1: CC1C(C(CC(O1)OC2CC(CC3=C2C(=C4C(=C3O)C(=O)C5=C(C4=O)C(=CC=C5)OC)O)(C(=O)C)O)N)O.Cl. Drug 2: CN1C(=O)N2C=NC(=C2N=N1)C(=O)N. Cell line: OVCAR-8. Synergy scores: CSS=27.8, Synergy_ZIP=-3.73, Synergy_Bliss=4.20, Synergy_Loewe=-30.8, Synergy_HSA=2.03. (4) Drug 1: C1C(C(OC1N2C=NC3=C2NC=NCC3O)CO)O. Drug 2: CC12CCC3C(C1CCC2OP(=O)(O)O)CCC4=C3C=CC(=C4)OC(=O)N(CCCl)CCCl.[Na+]. Cell line: LOX IMVI. Synergy scores: CSS=16.4, Synergy_ZIP=-8.65, Synergy_Bliss=-7.82, Synergy_Loewe=-4.96, Synergy_HSA=-5.06. (5) Drug 1: CN1CCC(CC1)COC2=C(C=C3C(=C2)N=CN=C3NC4=C(C=C(C=C4)Br)F)OC. Drug 2: CCN(CC)CCNC(=O)C1=C(NC(=C1C)C=C2C3=C(C=CC(=C3)F)NC2=O)C. Cell line: OVCAR-5. Synergy scores: CSS=14.6, Synergy_ZIP=1.51, Synergy_Bliss=2.18, Synergy_Loewe=-5.21, Synergy_HSA=-1.26. (6) Drug 1: C1CC(=O)NC(=O)C1N2C(=O)C3=CC=CC=C3C2=O. Drug 2: C1CN(P(=O)(OC1)NCCCl)CCCl. Cell line: SK-OV-3. Synergy scores: CSS=-4.94, Synergy_ZIP=1.11, Synergy_Bliss=-0.704, Synergy_Loewe=-3.29, Synergy_HSA=-3.26.